From a dataset of Reaction yield outcomes from USPTO patents with 853,638 reactions. Predict the reaction yield, written as a fraction of the theoretical maximum amount of product (1.0 means a 100% yield; for example, 0.34 means a 34% yield). (1) The reactants are [CH2:1]([O:8][C:9]1[C:10]([F:23])=[C:11]([C:16]2[N:17]=[CH:18][C:19]([NH2:22])=[N:20][CH:21]=2)[CH:12]=[CH:13][C:14]=1Cl)[C:2]1[CH:7]=[CH:6][CH:5]=[CH:4][CH:3]=1.[CH:51]1(P([CH:47]2[CH2:52][CH2:51][CH2:50]CC2)C2C=CC=CC=2C2C(OC)=CC=CC=2OC)[CH2:50]CC[CH2:47][CH2:52]1.[Br-].C1([Zn+])CCC1. The catalyst is C([O-])(=O)C.[Pd+2].C([O-])(=O)C. The product is [CH2:1]([O:8][C:9]1[C:10]([F:23])=[C:11]([C:16]2[N:17]=[CH:18][C:19]([NH2:22])=[N:20][CH:21]=2)[CH:12]=[CH:13][C:14]=1[CH:50]1[CH2:51][CH2:52][CH2:47]1)[C:2]1[CH:7]=[CH:6][CH:5]=[CH:4][CH:3]=1. The yield is 0.100. (2) The reactants are [Cl:1][C:2]1[CH:7]=[CH:6][C:5]([S:8]([N:11]([CH2:21][C:22]2[CH:30]=[CH:29][C:25]([C:26](O)=[O:27])=[CH:24][CH:23]=2)[C@H:12]([C:15]2[CH:20]=[CH:19][CH:18]=[CH:17][CH:16]=2)[CH2:13][CH3:14])(=[O:10])=[O:9])=[CH:4][CH:3]=1.[NH2:31][CH2:32][CH2:33][C:34]([O:36][CH3:37])=[O:35]. No catalyst specified. The product is [Cl:1][C:2]1[CH:7]=[CH:6][C:5]([S:8]([N:11]([CH2:21][C:22]2[CH:23]=[CH:24][C:25]([C:26]([NH:31][CH2:32][CH2:33][C:34]([O:36][CH3:37])=[O:35])=[O:27])=[CH:29][CH:30]=2)[C@H:12]([C:15]2[CH:20]=[CH:19][CH:18]=[CH:17][CH:16]=2)[CH2:13][CH3:14])(=[O:9])=[O:10])=[CH:4][CH:3]=1. The yield is 0.630. (3) The reactants are [H-].[Na+].[I-].[CH3:4][S+](C)(C)=O.[CH2:9]([O:16][C:17]1[CH:18]=[C:19]([CH:30]=[CH:31][CH:32]=1)[CH:20]=[C:21]([C:26]([O:28][CH3:29])=[O:27])[C:22]([O:24][CH3:25])=[O:23])[C:10]1[CH:15]=[CH:14][CH:13]=[CH:12][CH:11]=1.[Cl-].[NH4+]. The catalyst is CS(C)=O.C1(C)C=CC=CC=1.O. The product is [CH3:29][O:28][C:26]([C:21]1([C:22]([O:24][CH3:25])=[O:23])[CH2:4][CH:20]1[C:19]1[CH:30]=[CH:31][CH:32]=[C:17]([O:16][CH2:9][C:10]2[CH:11]=[CH:12][CH:13]=[CH:14][CH:15]=2)[CH:18]=1)=[O:27]. The yield is 0.790. (4) The reactants are [CH3:1][C:2]1[O:6][N:5]=[C:4]([C:7]2[CH:12]=[CH:11][CH:10]=[CH:9][CH:8]=2)[C:3]=1[CH2:13][O:14][C:15]1[N:20]=[CH:19][C:18]([NH2:21])=[CH:17][CH:16]=1.C(N(CC)CC)C.[C:29](Cl)(=[O:31])[CH3:30]. The catalyst is C1COCC1. The product is [CH3:1][C:2]1[O:6][N:5]=[C:4]([C:7]2[CH:12]=[CH:11][CH:10]=[CH:9][CH:8]=2)[C:3]=1[CH2:13][O:14][C:15]1[N:20]=[CH:19][C:18]([NH:21][C:29](=[O:31])[CH3:30])=[CH:17][CH:16]=1. The yield is 0.840. (5) The reactants are [CH:1]1([S:4]([C:7]2[CH:12]=[CH:11][C:10]([CH:13]([C:21]3[NH:25][C:24]([C:26]4[N:31]=[CH:30][C:29]([CH:32]=O)=[CH:28][CH:27]=4)=[CH:23][CH:22]=3)[CH2:14][CH:15]3[CH2:20][CH2:19][O:18][CH2:17][CH2:16]3)=[CH:9][CH:8]=2)(=[O:6])=[O:5])[CH2:3][CH2:2]1.[CH3:34][C@H:35]1[CH2:40][NH:39][CH2:38][CH2:37][NH:36]1.C(O[BH-](OC(=O)C)OC(=O)C)(=O)C.[Na+]. The catalyst is O1CCCC1.C(OCC)(=O)C. The product is [CH:1]1([S:4]([C:7]2[CH:8]=[CH:9][C:10]([CH:13]([C:21]3[NH:25][C:24]([C:26]4[N:31]=[CH:30][C:29]([CH2:32][N:39]5[CH2:38][CH2:37][NH:36][C@@H:35]([CH3:34])[CH2:40]5)=[CH:28][CH:27]=4)=[CH:23][CH:22]=3)[CH2:14][CH:15]3[CH2:20][CH2:19][O:18][CH2:17][CH2:16]3)=[CH:11][CH:12]=2)(=[O:5])=[O:6])[CH2:2][CH2:3]1. The yield is 0.380. (6) The reactants are [Br:1][C:2]1[C:7]([F:8])=[CH:6][CH:5]=[C:4]([CH3:9])[N:3]=1.[Mn]([O-])(=O)(=O)=[O:11].[K+].[OH2:16]. No catalyst specified. The product is [Br:1][C:2]1[N:3]=[C:4]([C:9]([OH:11])=[O:16])[CH:5]=[CH:6][C:7]=1[F:8]. The yield is 0.170.